From a dataset of Catalyst prediction with 721,799 reactions and 888 catalyst types from USPTO. Predict which catalyst facilitates the given reaction. (1) Reactant: [Cl:1][C:2]1[CH:3]=[CH:4][C:5]([CH3:22])=[C:6]([C:8]2[NH:9][C:10]([C:15](=O)/[CH:16]=[CH:17]/[N:18](C)[CH3:19])=[CH:11][C:12]=2[C:13]#[N:14])[CH:7]=1.C(O)(=O)C.C(N)=[NH:28].O. Product: [N:18]1[CH:17]=[CH:16][C:15]([C:10]2[NH:9][C:8]([C:6]3[CH:7]=[C:2]([Cl:1])[CH:3]=[CH:4][C:5]=3[CH3:22])=[C:12]([C:13]#[N:14])[CH:11]=2)=[N:28][CH:19]=1. The catalyst class is: 3. (2) The catalyst class is: 7. Reactant: Cl[CH2:2][SiH:3]([CH3:5])[CH3:4].[Mg].[CH3:7][SiH:8](Cl)Cl.O. Product: [CH3:4][SiH:3]([CH2:2][SiH:8]([CH3:7])[CH2:2][SiH:3]([CH3:5])[CH3:4])[CH3:5].